This data is from NCI-60 drug combinations with 297,098 pairs across 59 cell lines. The task is: Regression. Given two drug SMILES strings and cell line genomic features, predict the synergy score measuring deviation from expected non-interaction effect. (1) Drug 2: COC1=C2C(=CC3=C1OC=C3)C=CC(=O)O2. Cell line: OVCAR-5. Drug 1: CN(C)C1=NC(=NC(=N1)N(C)C)N(C)C. Synergy scores: CSS=-8.94, Synergy_ZIP=1.27, Synergy_Bliss=-5.12, Synergy_Loewe=-9.13, Synergy_HSA=-8.93. (2) Drug 1: C1=CC(=CC=C1CC(C(=O)O)N)N(CCCl)CCCl.Cl. Drug 2: CC(C1=C(C=CC(=C1Cl)F)Cl)OC2=C(N=CC(=C2)C3=CN(N=C3)C4CCNCC4)N. Cell line: BT-549. Synergy scores: CSS=6.49, Synergy_ZIP=-1.58, Synergy_Bliss=3.79, Synergy_Loewe=-0.925, Synergy_HSA=-0.553. (3) Drug 1: C1C(C(OC1N2C=NC3=C(N=C(N=C32)Cl)N)CO)O. Drug 2: C1CC(C1)(C(=O)O)C(=O)O.[NH2-].[NH2-].[Pt+2]. Cell line: HOP-92. Synergy scores: CSS=36.4, Synergy_ZIP=-1.43, Synergy_Bliss=0.190, Synergy_Loewe=2.95, Synergy_HSA=5.15. (4) Drug 1: CN1CCC(CC1)COC2=C(C=C3C(=C2)N=CN=C3NC4=C(C=C(C=C4)Br)F)OC. Drug 2: CCCCC(=O)OCC(=O)C1(CC(C2=C(C1)C(=C3C(=C2O)C(=O)C4=C(C3=O)C=CC=C4OC)O)OC5CC(C(C(O5)C)O)NC(=O)C(F)(F)F)O. Cell line: SNB-75. Synergy scores: CSS=7.33, Synergy_ZIP=-1.75, Synergy_Bliss=0.693, Synergy_Loewe=0.832, Synergy_HSA=0.741. (5) Drug 1: CC(CN1CC(=O)NC(=O)C1)N2CC(=O)NC(=O)C2. Drug 2: CC1C(C(CC(O1)OC2CC(CC3=C2C(=C4C(=C3O)C(=O)C5=CC=CC=C5C4=O)O)(C(=O)C)O)N)O. Cell line: MDA-MB-231. Synergy scores: CSS=38.0, Synergy_ZIP=-9.23, Synergy_Bliss=-9.10, Synergy_Loewe=-27.2, Synergy_HSA=-6.53. (6) Drug 1: C1CN1C2=NC(=NC(=N2)N3CC3)N4CC4. Drug 2: C(=O)(N)NO. Cell line: NCI-H460. Synergy scores: CSS=55.1, Synergy_ZIP=3.98, Synergy_Bliss=2.56, Synergy_Loewe=-27.2, Synergy_HSA=0.0276. (7) Drug 1: CC1CCC2CC(C(=CC=CC=CC(CC(C(=O)C(C(C(=CC(C(=O)CC(OC(=O)C3CCCCN3C(=O)C(=O)C1(O2)O)C(C)CC4CCC(C(C4)OC)O)C)C)O)OC)C)C)C)OC. Drug 2: C1=CC=C(C(=C1)C(C2=CC=C(C=C2)Cl)C(Cl)Cl)Cl. Cell line: NCIH23. Synergy scores: CSS=-4.25, Synergy_ZIP=7.92, Synergy_Bliss=2.54, Synergy_Loewe=-0.155, Synergy_HSA=-0.251.